From a dataset of Full USPTO retrosynthesis dataset with 1.9M reactions from patents (1976-2016). Predict the reactants needed to synthesize the given product. (1) Given the product [CH3:21][O:20][C:14]1[CH:13]=[C:12]([NH:11][C:4]2[C:5]3[N:10]=[CH:9][S:8][C:6]=3[N:7]=[C:2]([C:30]3[CH:31]=[C:32]([CH:48]=[CH:49][CH:50]=3)[CH2:33][NH:34][C:35]3[CH:47]=[CH:46][C:38]([C:39]([O:41][C:42]([CH3:45])([CH3:43])[CH3:44])=[O:40])=[CH:37][CH:36]=3)[N:3]=2)[CH:17]=[CH:16][C:15]=1[O:18][CH3:19], predict the reactants needed to synthesize it. The reactants are: Cl[C:2]1[N:3]=[C:4]([NH:11][C:12]2[CH:17]=[CH:16][C:15]([O:18][CH3:19])=[C:14]([O:20][CH3:21])[CH:13]=2)[C:5]2[N:10]=[CH:9][S:8][C:6]=2[N:7]=1.CC1(C)C(C)(C)OB([C:30]2[CH:31]=[C:32]([CH:48]=[CH:49][CH:50]=2)[CH2:33][NH:34][C:35]2[CH:47]=[CH:46][C:38]([C:39]([O:41][C:42]([CH3:45])([CH3:44])[CH3:43])=[O:40])=[CH:37][CH:36]=2)O1.C([O-])([O-])=O.[Na+].[Na+]. (2) Given the product [Br:10][CH2:11][C:12]([NH:6][C:5]1[CH:7]=[CH:8][C:2]([Br:1])=[C:3]([CH3:9])[CH:4]=1)=[O:13], predict the reactants needed to synthesize it. The reactants are: [Br:1][C:2]1[CH:8]=[CH:7][C:5]([NH2:6])=[CH:4][C:3]=1[CH3:9].[Br:10][CH2:11][C:12](Cl)=[O:13]. (3) Given the product [NH2:1][C:2]1[N:10]=[CH:9][N:8]=[C:7]2[C:3]=1[N:4]([C:24]1[CH:29]=[CH:28][C:27]([CH3:30])=[C:26]([O:31][CH3:32])[CH:25]=1)[C:5](=[O:23])[N:6]2[C@@H:11]1[CH2:15][CH2:14][NH:13][CH2:12]1, predict the reactants needed to synthesize it. The reactants are: [NH2:1][C:2]1[N:10]=[CH:9][N:8]=[C:7]2[C:3]=1[N:4]([C:24]1[CH:29]=[CH:28][C:27]([CH3:30])=[C:26]([O:31][CH3:32])[CH:25]=1)[C:5](=[O:23])[N:6]2[C@@H:11]1[CH2:15][CH2:14][N:13](C(OC(C)(C)C)=O)[CH2:12]1.C(O)(C(F)(F)F)=O. (4) Given the product [Br:1][C:2]1[CH:3]=[CH:4][C:5]2[S:9][C:8]([Si:10]([CH3:11])([CH3:13])[CH3:12])=[C:7]([Cl:15])[C:6]=2[CH:14]=1, predict the reactants needed to synthesize it. The reactants are: [Br:1][C:2]1[CH:3]=[CH:4][C:5]2[S:9][C:8]([Si:10]([CH3:13])([CH3:12])[CH3:11])=[CH:7][C:6]=2[CH:14]=1.[Cl:15]N1C(=O)CCC1=O. (5) Given the product [C:16]([C:15]1[CH:18]=[CH:19][C:12]([O:11][C:6]2[C:7]([CH3:10])=[N:8][CH:9]=[C:4]([CH2:1][NH:21][C:22]3[CH:29]=[CH:28][C:25]([C:26]#[N:27])=[CH:24][CH:23]=3)[C:5]=2[CH3:20])=[CH:13][CH:14]=1)#[N:17], predict the reactants needed to synthesize it. The reactants are: [C:1]([C:4]1[C:5]([CH3:20])=[C:6]([O:11][C:12]2[CH:19]=[CH:18][C:15]([C:16]#[N:17])=[CH:14][CH:13]=2)[C:7]([CH3:10])=[N:8][CH:9]=1)(O)=O.[NH2:21][C:22]1[CH:29]=[CH:28][C:25]([C:26]#[N:27])=[CH:24][CH:23]=1. (6) Given the product [Cl:1][C:2]1[C:7]2[N:8]=[CH:9][N:10]([CH:13]([CH3:15])[CH3:14])[C:6]=2[CH:5]=[C:4]([Cl:11])[N:3]=1, predict the reactants needed to synthesize it. The reactants are: [Cl:1][C:2]1[C:7]2[N:8]=[CH:9][NH:10][C:6]=2[CH:5]=[C:4]([Cl:11])[N:3]=1.I[CH:13]([CH3:15])[CH3:14]. (7) Given the product [Cl:25][C:2]1[C:11]2[C:6](=[CH:7][C:8]([O:15][CH:16]3[CH2:20][CH2:19][O:18][CH2:17]3)=[C:9]([N+:12]([O-:14])=[O:13])[CH:10]=2)[N:5]=[CH:4][C:3]=1[C:21]#[N:22], predict the reactants needed to synthesize it. The reactants are: O[C:2]1[C:11]2[C:6](=[CH:7][C:8]([O:15][CH:16]3[CH2:20][CH2:19][O:18][CH2:17]3)=[C:9]([N+:12]([O-:14])=[O:13])[CH:10]=2)[N:5]=[CH:4][C:3]=1[C:21]#[N:22].O=P(Cl)(Cl)[Cl:25].